From a dataset of Full USPTO retrosynthesis dataset with 1.9M reactions from patents (1976-2016). Predict the reactants needed to synthesize the given product. (1) The reactants are: Cl[C:2]1[CH:7]=[CH:6][N:5]=[C:4]([S:8][CH3:9])[N:3]=1.C([Sn](CCCC)(CCCC)[C:15]([O:17][CH2:18][CH3:19])=[CH2:16])CCC.CN(C=O)C.[F-].[K+]. Given the product [CH2:18]([O:17][C:15]([C:2]1[CH:7]=[CH:6][N:5]=[C:4]([S:8][CH3:9])[N:3]=1)=[CH2:16])[CH3:19], predict the reactants needed to synthesize it. (2) Given the product [CH3:1][O:2][C:3]1[CH:4]=[C:5]([CH:9]=[C:10]([O:12][CH3:13])[CH:11]=1)[C:6]([N:16]1[CH2:17][CH2:18][C:5]2[C:20](=[CH:10][CH:11]=[C:3]([OH:2])[CH:4]=2)[CH2:19]1)=[O:7], predict the reactants needed to synthesize it. The reactants are: [CH3:1][O:2][C:3]1[CH:4]=[C:5]([CH:9]=[C:10]([O:12][CH3:13])[CH:11]=1)[C:6](Cl)=[O:7].C([N:16]([CH2:19][CH3:20])[CH2:17][CH3:18])C. (3) Given the product [CH2:1]([C:3]1[N:11]2[C:6]([CH:7]=[CH:8][CH:9]=[CH:10]2)=[CH:5][C:4]=1[C:12]1[CH:13]=[CH:14][C:15]([OH:18])=[CH:16][CH:17]=1)[CH3:2], predict the reactants needed to synthesize it. The reactants are: [CH2:1]([C:3]1[N:11]2[C:6]([CH:7]=[CH:8][CH:9]=[CH:10]2)=[CH:5][C:4]=1[C:12]1[CH:17]=[CH:16][C:15]([O:18]C)=[CH:14][CH:13]=1)[CH3:2].Br. (4) Given the product [CH3:1][N:2]([C:16]1[CH:21]=[CH:20][C:19]([C:22]([NH:24][C@H:25]([C:31]([OH:33])=[O:32])[CH2:26][CH2:27][C:28]([OH:30])=[O:29])=[O:23])=[CH:18][CH:17]=1)[CH2:3][C:4]1[CH:5]=[N:6][C:7]2[N:13]=[C:12]([NH2:14])[N:11]=[C:10]([NH2:15])[C:8]=2[N:9]=1.[CH2:61]([NH2:60])[CH2:62][CH2:63][CH2:64][CH3:65], predict the reactants needed to synthesize it. The reactants are: [CH3:1][N:2]([C:16]1[CH:21]=[CH:20][C:19]([C:22]([NH:24][C@H:25]([C:31]([OH:33])=[O:32])[CH2:26][CH2:27][C:28]([OH:30])=[O:29])=[O:23])=[CH:18][CH:17]=1)[CH2:3][C:4]1[N:9]=[C:8]2[C:10]([NH2:15])=[N:11][C:12]([NH2:14])=[N:13][C:7]2=[N:6][CH:5]=1.O.CCN=C=NCCCN(C)C.C(N(CC)CC)C.C([NH:60][CH2:61][CH2:62][CH2:63][CH2:64][CH2:65]N)(OC(C)(C)C)=O. (5) Given the product [CH2:12]([O:14][P:15]([CH2:20][NH:21][C:9]1[C:4]2[CH:3]=[C:2]([Br:1])[S:11][C:5]=2[N:6]=[CH:7][N:8]=1)(=[O:19])[O:16][CH2:17][CH3:18])[CH3:13], predict the reactants needed to synthesize it. The reactants are: [Br:1][C:2]1[S:11][C:5]2[N:6]=[CH:7][N:8]=[C:9](Cl)[C:4]=2[CH:3]=1.[CH2:12]([O:14][P:15]([CH2:20][NH2:21])(=[O:19])[O:16][CH2:17][CH3:18])[CH3:13].C(N(CC)CC)C. (6) Given the product [CH3:12][O:11][C:3]1[CH:4]=[CH:5][C:6]([N+:8]([O-:10])=[O:9])=[CH:7][C:2]=1[NH:1][S:14]([CH3:13])(=[O:16])=[O:15], predict the reactants needed to synthesize it. The reactants are: [NH2:1][C:2]1[CH:7]=[C:6]([N+:8]([O-:10])=[O:9])[CH:5]=[CH:4][C:3]=1[O:11][CH3:12].[CH3:13][S:14](Cl)(=[O:16])=[O:15].O. (7) Given the product [F:1][C:2]1[CH:7]=[CH:6][CH:5]=[C:4]([I:8])[C:3]=1[C:9]1[N:10]=[N:11][N:12]([CH3:16])[N:13]=1, predict the reactants needed to synthesize it. The reactants are: [F:1][C:2]1[CH:7]=[CH:6][CH:5]=[C:4]([I:8])[C:3]=1[C:9]1[NH:13][N:12]=[N:11][N:10]=1.IC.[C:16](=O)([O-])[O-].[K+].[K+]. (8) Given the product [C:12]([C:11]1[CH:14]=[CH:15][C:8]([O:7][CH2:6][CH:5]=[O:4])=[CH:9][CH:10]=1)#[N:13], predict the reactants needed to synthesize it. The reactants are: Cl.C([O:4][CH:5](OCC)[CH2:6][O:7][C:8]1[CH:15]=[CH:14][C:11]([C:12]#[N:13])=[CH:10][CH:9]=1)C.